From a dataset of Reaction yield outcomes from USPTO patents with 853,638 reactions. Predict the reaction yield, written as a fraction of the theoretical maximum amount of product (1.0 means a 100% yield; for example, 0.34 means a 34% yield). (1) The reactants are [O:1]=[C:2]1[CH:6]([C:7]2[CH:12]=[CH:11][CH:10]=[CH:9][CH:8]=2)[CH2:5][CH2:4][N:3]1[C:13]1[CH:18]=[CH:17][CH:16]=[CH:15][C:14]=1/[CH:19]=[CH:20]/[C:21]([O:23]CC)=O.[NH2:26][OH:27].[OH-].[Na+]. The catalyst is O1CCCC1.CO. The product is [OH:27][NH:26][C:21](=[O:23])/[CH:20]=[CH:19]/[C:14]1[CH:15]=[CH:16][CH:17]=[CH:18][C:13]=1[N:3]1[CH2:4][CH2:5][CH:6]([C:7]2[CH:12]=[CH:11][CH:10]=[CH:9][CH:8]=2)[C:2]1=[O:1]. The yield is 0.620. (2) The reactants are [F:1][C:2]1[C:3]([CH3:32])=[C:4]([C@:8]2([C:28]([O:30][CH3:31])=[O:29])[CH2:12][CH2:11][C:10]([C:13]3[CH:14]=[N:15][C:16]([O:20][CH2:21][CH2:22][N:23]4[CH2:27][CH2:26][CH2:25][CH2:24]4)=[C:17]([F:19])[CH:18]=3)=[CH:9]2)[CH:5]=[CH:6][CH:7]=1.C([O-])=O.[NH4+]. The catalyst is C(O)C.[Pd]. The product is [F:1][C:2]1[C:3]([CH3:32])=[C:4]([C@:8]2([C:28]([O:30][CH3:31])=[O:29])[CH2:12][CH2:11][CH:10]([C:13]3[CH:14]=[N:15][C:16]([O:20][CH2:21][CH2:22][N:23]4[CH2:24][CH2:25][CH2:26][CH2:27]4)=[C:17]([F:19])[CH:18]=3)[CH2:9]2)[CH:5]=[CH:6][CH:7]=1. The yield is 0.955.